Dataset: Catalyst prediction with 721,799 reactions and 888 catalyst types from USPTO. Task: Predict which catalyst facilitates the given reaction. (1) Product: [C:15]([O:14][C:12]([N:8]1[CH2:9][CH2:10][CH2:11][C@@H:6]([C:4](=[O:5])[C:22]2[CH:23]=[CH:24][CH:25]=[CH:26][C:21]=2[O:20][C:27]2[CH:28]=[CH:29][CH:30]=[CH:31][CH:32]=2)[CH2:7]1)=[O:13])([CH3:16])([CH3:17])[CH3:18]. The catalyst class is: 1. Reactant: CON(C)[C:4]([C@@H:6]1[CH2:11][CH2:10][CH2:9][N:8]([C:12]([O:14][C:15]([CH3:18])([CH3:17])[CH3:16])=[O:13])[CH2:7]1)=[O:5].[O:20]([C:27]1[CH:32]=[CH:31][CH:30]=[CH:29][C:28]=1[Li])[C:21]1[CH:26]=[CH:25][CH:24]=[CH:23][CH:22]=1. (2) The catalyst class is: 55. Reactant: [CH3:1][S:2]([C:5]1[CH:10]=[C:9]([CH2:11][CH2:12][C:13]([O:15]C(C)(C)C)=[O:14])[CH:8]=[C:7]([C:20]2[S:21][C:22]3[CH:30]=[CH:29][CH:28]=[CH:27][C:23]=3[C:24](=[O:26])[N:25]=2)[N:6]=1)(=[O:4])=[O:3].C(OC(C)C)(C)C. Product: [CH3:1][S:2]([C:5]1[CH:10]=[C:9]([CH2:11][CH2:12][C:13]([OH:15])=[O:14])[CH:8]=[C:7]([C:20]2[S:21][C:22]3[CH:30]=[CH:29][CH:28]=[CH:27][C:23]=3[C:24](=[O:26])[N:25]=2)[N:6]=1)(=[O:4])=[O:3].